From a dataset of Cav3 T-type calcium channel HTS with 100,875 compounds. Binary Classification. Given a drug SMILES string, predict its activity (active/inactive) in a high-throughput screening assay against a specified biological target. (1) The compound is O1C2(OCC1)CCN(CC2)C(=O)C1CN(C2CCCCCCC2)C(=O)C1. The result is 0 (inactive). (2) The molecule is S(Cc1noc(c1C(=O)NCCC)C(=O)NCCC)c1cc(F)c(F)cc1. The result is 0 (inactive). (3) The compound is O=C(NC1CCCCC1)C1(N(Cc2occc2)C(=O)c2cc3OCOc3cc2)CCCCC1. The result is 0 (inactive). (4) The compound is O=C(NCC(=O)NC(CCC)C(O)=O)C(C)(C)C. The result is 0 (inactive). (5) The result is 0 (inactive). The drug is S=C(NCc1occc1)NC(=O)c1cc(OC)c(OC)cc1. (6) The molecule is Fc1c2NCCCCC(NC(=O)C(NC(=O)C(NC(=O)c2cc([N+]([O-])=O)c1)CCCCN)CCC(=O)N)C(=O)N. The result is 0 (inactive).